From a dataset of Catalyst prediction with 721,799 reactions and 888 catalyst types from USPTO. Predict which catalyst facilitates the given reaction. (1) Reactant: NC1[CH:3]=[C:4]([C:8]([NH:10][C@@:11]2([C:16]([OH:18])=O)[CH2:15][CH2:14][O:13][CH2:12]2)=[O:9])[CH:5]=[N:6][CH:7]=1.CC[N:21](C(C)C)C(C)C.[NH2:28][CH2:29][C:30]1[CH:35]=[CH:34][C:33]([NH:36][C:37]2[CH:42]=[CH:41][CH:40]=[CH:39][C:38]=2[C:43]([F:46])([F:45])[F:44])=[CH:32][CH:31]=1. Product: [F:46][C:43]([F:44])([F:45])[C:38]1[CH:39]=[CH:40][CH:41]=[CH:42][C:37]=1[NH:36][C:33]1[CH:34]=[CH:35][C:30]([CH2:29][NH:28][C:16]([C@:11]2([NH:10][C:8]([C:4]3[CH:3]=[N:21][CH:7]=[N:6][CH:5]=3)=[O:9])[CH2:15][CH2:14][O:13][CH2:12]2)=[O:18])=[CH:31][CH:32]=1. The catalyst class is: 3. (2) Reactant: [CH2:1]([C:3]([C:19]1[CH:20]=[C:21]([O:25][CH2:26][CH2:27][CH2:28][C:29](OCC)=[O:30])[CH:22]=[CH:23][CH:24]=1)=[C:4]([C:12]1[CH:17]=[CH:16][C:15]([OH:18])=[CH:14][CH:13]=1)[C:5]1[CH:10]=[CH:9][C:8]([OH:11])=[CH:7][CH:6]=1)[CH3:2].[H-].[H-].[H-].[H-].[Li+].[Al+3]. Product: [OH:30][CH2:29][CH2:28][CH2:27][CH2:26][O:25][C:21]1[CH:20]=[C:19]([C:3]([CH2:1][CH3:2])=[C:4]([C:12]2[CH:13]=[CH:14][C:15]([OH:18])=[CH:16][CH:17]=2)[C:5]2[CH:10]=[CH:9][C:8]([OH:11])=[CH:7][CH:6]=2)[CH:24]=[CH:23][CH:22]=1. The catalyst class is: 1. (3) Reactant: [CH3:1][O:2][C:3](=[O:10])[CH:4]=[CH:5][CH:6]=[CH:7][CH2:8]Br.[CH3:11][O:12][C:13]1[CH:18]=[CH:17][C:16]([SH:19])=[CH:15][CH:14]=1.C(N(CC)CC)C. Product: [CH3:1][O:2][C:3](=[O:10])[CH:4]=[CH:5][CH:6]=[CH:7][CH2:8][S:19][C:16]1[CH:17]=[CH:18][C:13]([O:12][CH3:11])=[CH:14][CH:15]=1. The catalyst class is: 7. (4) Reactant: Cl.[NH2:2][C:3](=[NH:22])[CH2:4][C:5]1[CH:10]=[CH:9][C:8]([CH2:11][CH2:12][C:13]2[N:14]=[C:15]([NH:18][C:19](=[O:21])[CH3:20])[S:16][CH:17]=2)=[CH:7][CH:6]=1. Product: [NH2:22][C:3](=[NH:2])[CH2:4][C:5]1[CH:10]=[CH:9][C:8]([CH2:11][CH2:12][C:13]2[N:14]=[C:15]([NH:18][C:19](=[O:21])[CH3:20])[S:16][CH:17]=2)=[CH:7][CH:6]=1. The catalyst class is: 578. (5) Reactant: [N:1]([CH2:4][C@H:5]1[O:9][C@@H:8]([N:10]2[CH:18]=[N:17][C:16]3[C:11]2=[N:12][C:13]([O:20][CH:21]2[CH2:25][CH2:24][CH2:23][CH2:22]2)=[N:14][C:15]=3[NH2:19])[C@H:7]([OH:26])[C@@H:6]1[OH:27])=[N+]=[N-]. Product: [NH2:1][CH2:4][C@H:5]1[O:9][C@@H:8]([N:10]2[CH:18]=[N:17][C:16]3[C:11]2=[N:12][C:13]([O:20][CH:21]2[CH2:25][CH2:24][CH2:23][CH2:22]2)=[N:14][C:15]=3[NH2:19])[C@H:7]([OH:26])[C@@H:6]1[OH:27]. The catalyst class is: 29.